Dataset: Reaction yield outcomes from USPTO patents with 853,638 reactions. Task: Predict the reaction yield, written as a fraction of the theoretical maximum amount of product (1.0 means a 100% yield; for example, 0.34 means a 34% yield). (1) The yield is 0.490. The reactants are [F:1][CH:2]([F:18])[C:3](=O)[CH2:4][C:5]([C:7]1[CH:12]=[CH:11][C:10]([C:13]([F:16])([F:15])[F:14])=[CH:9][CH:8]=1)=O.[CH2:19]([O:21][C:22]([C:24]1[N:25]=[CH:26][NH:27][C:28]=1[NH2:29])=[O:23])[CH3:20]. The product is [CH2:19]([O:21][C:22]([C:24]1[N:25]=[CH:26][N:27]2[C:3]([CH:2]([F:18])[F:1])=[CH:4][C:5]([C:7]3[CH:12]=[CH:11][C:10]([C:13]([F:16])([F:15])[F:14])=[CH:9][CH:8]=3)=[N:29][C:28]=12)=[O:23])[CH3:20]. The catalyst is C(O)(=O)C. (2) The reactants are Br[C:2]1[CH:7]=[CH:6][C:5]([CH3:8])=[CH:4][C:3]=1[N+:9]([O-:11])=[O:10].[CH3:12][O:13][C:14]1[CH:19]=[CH:18][C:17]([CH:20]=[CH2:21])=[CH:16][CH:15]=1.C(N(CC)CC)C. The catalyst is CN(C)C=O.C([O-])(=O)C.[Pd+2].C([O-])(=O)C.C1(C)C=CC=CC=1P(C1C=CC=CC=1C)C1C=CC=CC=1C. The product is [CH3:12][O:13][C:14]1[CH:19]=[CH:18][C:17]([CH:20]=[CH:21][C:2]2[CH:7]=[CH:6][C:5]([CH3:8])=[CH:4][C:3]=2[N+:9]([O-:11])=[O:10])=[CH:16][CH:15]=1. The yield is 0.580. (3) The yield is 0.660. No catalyst specified. The reactants are Cl[C:2]1[NH:10][C:9]2[C:4](=[N:5][CH:6]=[CH:7][CH:8]=2)[C:3]=1[C:11]#[N:12].[OH:13][CH:14]1[CH2:19][CH2:18][CH2:17][NH:16][CH2:15]1. The product is [OH:13][CH:14]1[CH2:19][CH2:18][CH2:17][N:16]([C:2]2[NH:10][C:9]3[C:4](=[N:5][CH:6]=[CH:7][CH:8]=3)[C:3]=2[C:11]#[N:12])[CH2:15]1.